This data is from Catalyst prediction with 721,799 reactions and 888 catalyst types from USPTO. The task is: Predict which catalyst facilitates the given reaction. (1) Reactant: Cl.[CH3:2][O:3][C:4]1[CH:9]=[C:8]([CH3:10])[CH:7]=[CH:6][C:5]=1[CH2:11][NH2:12].C(N(CC)CC)C.Cl[C:21](=[O:27])[C:22]([O:24]CC)=O.[CH3:28][C:29]1[CH:30]=[CH:31][C:32]([CH2:35][CH2:36][NH2:37])=[N:33][CH:34]=1. Product: [CH3:2][O:3][C:4]1[CH:9]=[C:8]([CH3:10])[CH:7]=[CH:6][C:5]=1[CH2:11][NH:12][C:22](=[O:24])[C:21]([NH:37][CH2:36][CH2:35][C:32]1[CH:31]=[CH:30][C:29]([CH3:28])=[CH:34][N:33]=1)=[O:27]. The catalyst class is: 10. (2) Reactant: C(N(CC)C(C)C)(C)C.[Cl:10][C:11]1[S:15][C:14]([C:16]([NH:18][C:19]2[C:27]3[C:26](=[O:28])O[C:24](=[O:29])[C:23]=3[CH:22]=[CH:21][CH:20]=2)=[O:17])=[CH:13][CH:12]=1.[CH3:30][C:31]([Si:34]([O:37][CH2:38][CH2:39][NH:40][C:41]1[CH:46]=[CH:45][C:44]([NH2:47])=[CH:43][CH:42]=1)([CH3:36])[CH3:35])([CH3:33])[CH3:32]. Product: [Si:34]([O:37][CH2:38][CH2:39][NH:40][C:41]1[CH:42]=[CH:43][C:44]([N:47]2[C:26](=[O:28])[C:27]3[C:23](=[CH:22][CH:21]=[CH:20][C:19]=3[NH:18][C:16]([C:14]3[S:15][C:11]([Cl:10])=[CH:12][CH:13]=3)=[O:17])[C:24]2=[O:29])=[CH:45][CH:46]=1)([C:31]([CH3:33])([CH3:32])[CH3:30])([CH3:36])[CH3:35]. The catalyst class is: 12. (3) Reactant: Cl[C:2]1[N:7]=[C:6]([NH:8][C:9]2[CH:14]=[CH:13][CH:12]=[CH:11][C:10]=2[S:15]([CH:18]([CH3:20])[CH3:19])(=[O:17])=[O:16])[C:5]([Cl:21])=[CH:4][N:3]=1.[CH3:22][P:23]([C:26]1[CH:27]=[CH:28][C:29]([O:33][CH3:34])=[C:30]([CH:32]=1)[NH2:31])([CH3:25])=[O:24].[OH-].[Na+]. Product: [Cl:21][C:5]1[C:6]([NH:8][C:9]2[CH:14]=[CH:13][CH:12]=[CH:11][C:10]=2[S:15]([CH:18]([CH3:20])[CH3:19])(=[O:17])=[O:16])=[N:7][C:2]([NH:31][C:30]2[CH:32]=[C:26]([P:23]([CH3:22])([CH3:25])=[O:24])[CH:27]=[CH:28][C:29]=2[O:33][CH3:34])=[N:3][CH:4]=1. The catalyst class is: 141. (4) The catalyst class is: 1. Product: [Br:1][C:2]1[CH:7]=[CH:6][C:5]([CH2:8][CH2:9][NH:10][S:19]([C:15]2[CH:16]=[CH:17][CH:18]=[C:13]([C:11]#[N:12])[CH:14]=2)(=[O:21])=[O:20])=[CH:4][CH:3]=1. Reactant: [Br:1][C:2]1[CH:7]=[CH:6][C:5]([CH2:8][CH2:9][NH2:10])=[CH:4][CH:3]=1.[C:11]([C:13]1[CH:14]=[C:15]([S:19](Cl)(=[O:21])=[O:20])[CH:16]=[CH:17][CH:18]=1)#[N:12]. (5) Reactant: [F:1][C:2]1[CH:3]=[C:4]2[C:9](=[CH:10][C:11]=1[CH3:12])[NH:8][C:7](=[O:13])[CH2:6][CH2:5]2.[H-].[Na+].Cl[CH2:17][CH2:18][CH2:19]I.[CH2:21]([CH:25]1[CH2:30][CH2:29][NH:28][CH2:27][CH2:26]1)[CH2:22][CH2:23][CH3:24].[Na+].[I-].C([O-])([O-])=O.[K+].[K+]. The catalyst class is: 3. Product: [CH2:21]([CH:25]1[CH2:30][CH2:29][N:28]([CH2:17][CH2:18][CH2:19][N:8]2[C:9]3[C:4](=[CH:3][C:2]([F:1])=[C:11]([CH3:12])[CH:10]=3)[CH2:5][CH2:6][C:7]2=[O:13])[CH2:27][CH2:26]1)[CH2:22][CH2:23][CH3:24]. (6) Reactant: [C:1]([O:5][C:6]([N:8]1[CH2:13][CH2:12][N:11]([C:14]2[CH:23]=[CH:22][C:21]3[C:16](=[CH:17][CH:18]=[C:19]([N:24]4[C:28](C(O)=O)=[CH:27][C:26]([C:32]([CH3:35])([CH3:34])[CH3:33])=[N:25]4)[CH:20]=3)[N:15]=2)[CH2:10][CH2:9]1)=[O:7])([CH3:4])([CH3:3])[CH3:2].CC[N:38]([CH2:41]C)CC.[Cl:43][C:44]1[C:50]([Cl:51])=[CH:49][CH:48]=[CH:47][C:45]=1[NH2:46].C1C=CC(P(N=[N+]=[N-])(C2C=CC=CC=2)=[O:59])=CC=1. Product: [C:32]([C:26]1[CH:27]=[C:28]([NH:38][C:41]([NH:46][C:45]2[CH:47]=[CH:48][CH:49]=[C:50]([Cl:51])[C:44]=2[Cl:43])=[O:59])[N:24]([C:19]2[CH:20]=[C:21]3[C:16](=[CH:17][CH:18]=2)[N:15]=[C:14]([N:11]2[CH2:12][CH2:13][N:8]([C:6]([O:5][C:1]([CH3:2])([CH3:3])[CH3:4])=[O:7])[CH2:9][CH2:10]2)[CH:23]=[CH:22]3)[N:25]=1)([CH3:35])([CH3:34])[CH3:33]. The catalyst class is: 11. (7) Reactant: [CH3:1][S:2]([CH:5]1[CH2:10][CH2:9][C:8]([C:11]2[C:12]([O:22][C:23]3[CH:28]=[CH:27][C:26]([O:29][CH2:30][CH2:31][N:32]4[CH2:37][CH2:36][CH2:35][CH2:34][CH2:33]4)=[CH:25][CH:24]=3)=[C:13]3[C:18](=[CH:19][CH:20]=2)[CH:17]=[C:16]([OH:21])[CH:15]=[CH:14]3)=[CH:7][CH2:6]1)(=[O:4])=[O:3].[ClH:38]. Product: [ClH:38].[CH3:1][S:2]([CH:5]1[CH2:10][CH2:9][C:8]([C:11]2[C:12]([O:22][C:23]3[CH:28]=[CH:27][C:26]([O:29][CH2:30][CH2:31][N:32]4[CH2:37][CH2:36][CH2:35][CH2:34][CH2:33]4)=[CH:25][CH:24]=3)=[C:13]3[C:18](=[CH:19][CH:20]=2)[CH:17]=[C:16]([OH:21])[CH:15]=[CH:14]3)=[CH:7][CH2:6]1)(=[O:4])=[O:3]. The catalyst class is: 2.